From a dataset of Full USPTO retrosynthesis dataset with 1.9M reactions from patents (1976-2016). Predict the reactants needed to synthesize the given product. (1) The reactants are: C([Li])CCC.[Cl-].[CH3:7][O:8][CH2:9][P+](C1C=CC=CC=1)(C1C=CC=CC=1)C1C=CC=CC=1.[CH3:29][O:30][C:31]1[CH:44]=[CH:43][C:34]([CH2:35][CH:36]2[CH2:41][CH2:40][O:39][CH2:38][C:37]2=O)=[CH:33][CH:32]=1.C([O-])(O)=O.[Na+]. Given the product [CH3:29][O:30][C:31]1[CH:44]=[CH:43][C:34]([CH2:35][CH:36]2[CH2:41][CH2:40][O:39][CH2:38]/[C:37]/2=[CH:7]\[O:8][CH3:9])=[CH:33][CH:32]=1.[CH3:29][O:30][C:31]1[CH:44]=[CH:43][C:34]([CH2:35][CH:36]2[CH2:41][CH2:40][O:39][CH2:38]/[C:37]/2=[CH:7]/[O:8][CH3:9])=[CH:33][CH:32]=1, predict the reactants needed to synthesize it. (2) Given the product [Cl:1][C:2]1[CH:7]=[C:6]([C:8]([F:9])([F:11])[F:10])[CH:5]=[C:4]([Cl:12])[C:3]=1[NH:13][N:14]=[CH:18][C:17]1[C:16]([OH:15])=[CH:23][C:22]([OH:24])=[CH:21][C:20]=1[OH:25], predict the reactants needed to synthesize it. The reactants are: [Cl:1][C:2]1[CH:7]=[C:6]([C:8]([F:11])([F:10])[F:9])[CH:5]=[C:4]([Cl:12])[C:3]=1[NH:13][NH2:14].[OH:15][C:16]1[CH:23]=[C:22]([OH:24])[CH:21]=[C:20]([OH:25])[C:17]=1[CH:18]=O. (3) The reactants are: Cl[CH2:2][CH2:3][C:4]1[CH:9]=[CH:8][C:7]([O:10][CH3:11])=[C:6]([O:12][CH3:13])[CH:5]=1.[C:14]([O:18][C:19]([N:21]1[CH2:26][CH2:25][NH:24][CH2:23][CH2:22]1)=[O:20])([CH3:17])([CH3:16])[CH3:15].C([O-])([O-])=O.[K+].[K+].[Na+].[I-]. Given the product [C:14]([O:18][C:19]([N:21]1[CH2:26][CH2:25][N:24]([CH2:2][CH2:3][C:4]2[CH:9]=[CH:8][C:7]([O:10][CH3:11])=[C:6]([O:12][CH3:13])[CH:5]=2)[CH2:23][CH2:22]1)=[O:20])([CH3:17])([CH3:15])[CH3:16], predict the reactants needed to synthesize it. (4) Given the product [CH3:11][O:12][C:13]([C:15]1[S:16][C:17]([C:5]2[CH:6]=[CH:7][C:2]([Cl:1])=[CH:3][CH:4]=2)=[CH:18][C:19]=1[N:20]([C:28]([C@H:30]1[CH2:31][CH2:32][C@H:33]([CH3:36])[CH2:34][CH2:35]1)=[O:29])[CH:21]1[CH2:22][CH2:23][N:24]([CH3:27])[CH2:25][CH2:26]1)=[O:14], predict the reactants needed to synthesize it. The reactants are: [Cl:1][C:2]1[CH:7]=[CH:6][C:5](B(O)O)=[CH:4][CH:3]=1.[CH3:11][O:12][C:13]([C:15]1[S:16][C:17](I)=[CH:18][C:19]=1[N:20]([C:28]([C@H:30]1[CH2:35][CH2:34][C@H:33]([CH3:36])[CH2:32][CH2:31]1)=[O:29])[CH:21]1[CH2:26][CH2:25][N:24]([CH3:27])[CH2:23][CH2:22]1)=[O:14].C1(C)C=CC=CC=1.CO.C([O-])([O-])=O.[Na+].[Na+]. (5) Given the product [CH3:24][N:25]([C:12]1[CH:13]=[CH:14][C:15]([N:18]2[CH2:19][CH2:20][O:21][CH2:22][CH2:23]2)=[CH:16][CH:17]=1)[C:28]1[N:27]=[CH:26][CH:31]=[C:30]2[C:29]=1[CH:13]=[CH:14][CH:15]=[N:18]2, predict the reactants needed to synthesize it. The reactants are: ClC1N=C([C:12]2[CH:17]=[CH:16][C:15]([N:18]3[CH2:23][CH2:22][O:21][CH2:20][CH2:19]3)=[CH:14][CH:13]=2)C=C2C=1C=CC=N2.[CH3:24][NH2:25].[CH3:26][N:27]1[CH2:31][CH2:30][CH2:29][C:28]1=O. (6) The reactants are: Br[C:2]1[N:3]([CH2:12][CH2:13][CH2:14][CH3:15])[C:4]2[C:9]([N:10]=1)=[C:8]([NH2:11])[N:7]=[CH:6][N:5]=2.NC(N)=[S:18]. Given the product [NH2:11][C:8]1[N:7]=[CH:6][N:5]=[C:4]2[C:9]=1[NH:10][C:2](=[S:18])[N:3]2[CH2:12][CH2:13][CH2:14][CH3:15], predict the reactants needed to synthesize it. (7) Given the product [C:22]([CH:10]([NH:13][C:23](=[O:25])[CH3:24])[CH2:9][O:8][CH2:1][C:2]1[CH:3]=[CH:4][CH:5]=[CH:6][CH:7]=1)#[N:17], predict the reactants needed to synthesize it. The reactants are: [CH2:1]([O:8][CH2:9][CH:10]=O)[C:2]1[CH:7]=[CH:6][CH:5]=[CH:4][CH:3]=1.[C-]#[N:13].[Na+].[Cl-].[NH4+].[N:17]1[CH:22]=CC=CC=1.[C:23](Cl)(=[O:25])[CH3:24]. (8) Given the product [CH3:10][C:3]1[C:2]([N:26]2[CH2:31][CH2:30][CH2:29][CH2:28][CH2:27]2)=[CH:9][CH:8]=[CH:7][C:4]=1[CH2:5][N:17]1[CH2:18][CH:14]2[CH2:13][N:12]([C:19]([O:21][N:36]3[C:37](=[O:38])[CH2:32][CH2:33][C:34]3=[O:35])=[O:20])[CH2:11][CH:15]2[CH2:16]1, predict the reactants needed to synthesize it. The reactants are: Br[C:2]1[C:3]([CH3:10])=[C:4]([CH:7]=[CH:8][CH:9]=1)[CH:5]=O.[CH2:11]1[CH:15]2[CH2:16][NH:17][CH2:18][CH:14]2[CH2:13][N:12]1[C:19]([O:21]C(C)(C)C)=[O:20].[NH:26]1[CH2:31][CH2:30][CH2:29][CH2:28][CH2:27]1.[CH2:32]1[C:37](=[O:38])[N:36](OC(O[N:36]2[C:37](=[O:38])[CH2:32][CH2:33][C:34]2=[O:35])=O)[C:34](=[O:35])[CH2:33]1. (9) Given the product [OH:51][CH2:50][CH2:49][NH:48][C:10](=[O:12])[C@@H:9]([NH:8][C:6](=[O:7])[O:5][C:1]([CH3:2])([CH3:3])[CH3:4])[C:13]([CH3:16])([CH3:15])[CH3:14], predict the reactants needed to synthesize it. The reactants are: [C:1]([O:5][C:6]([NH:8][C@@H:9]([C:13]([CH3:16])([CH3:15])[CH3:14])[C:10]([OH:12])=O)=[O:7])([CH3:4])([CH3:3])[CH3:2].CN(C(ON1N=NC2C=CC=NC1=2)=[N+](C)C)C.F[P-](F)(F)(F)(F)F.C(N(CC)CC)C.[NH2:48][CH2:49][CH2:50][OH:51]. (10) Given the product [CH3:40][C:4]1[C:5]([CH2:9][S+:10]([O-:11])[C:12]2[NH:16][C:15]3[CH:31]=[CH:32][C:33]([N:35]4[CH:36]=[CH:37][CH:38]=[CH:39]4)=[CH:34][C:14]=3[N:13]=2)=[N:6][CH:7]=[CH:8][C:3]=1[O:2][CH3:1], predict the reactants needed to synthesize it. The reactants are: [CH3:1][O:2][C:3]1[CH:8]=[CH:7][N:6]=[C:5]([CH2:9][S:10]([C:12]2[N:16](S(C3C=CC(OCC([O-])=O)=CC=3)(=O)=O)[C:15]3[CH:31]=[CH:32][C:33]([N:35]4[CH:39]=[CH:38][CH:37]=[CH:36]4)=[CH:34][C:14]=3[N:13]=2)=[O:11])[C:4]=1[CH3:40].[Na+].COC1C=CN=C(CS(C2N(S(C3C=CC(OCC([O-])=O)=CC=3)(=O)=O)C3C=C(N4C=CC=C4)C=CC=3N=2)=O)C=1C.[Na+].